From a dataset of Reaction yield outcomes from USPTO patents with 853,638 reactions. Predict the reaction yield, written as a fraction of the theoretical maximum amount of product (1.0 means a 100% yield; for example, 0.34 means a 34% yield). (1) The reactants are [N:1]([CH2:4][CH:5]1[O:10][C:9]2[C:11]([C:15]3[CH:20]=[CH:19][CH:18]=[CH:17][C:16]=3[Cl:21])=[CH:12][CH:13]=[CH:14][C:8]=2[NH:7][CH2:6]1)=[N+:2]=[N-:3].I[CH2:23][CH2:24][CH3:25]. No catalyst specified. The product is [N:1]([CH2:4][CH:5]1[O:10][C:9]2[C:11]([C:15]3[CH:20]=[CH:19][CH:18]=[CH:17][C:16]=3[Cl:21])=[CH:12][CH:13]=[CH:14][C:8]=2[N:7]([CH2:23][CH2:24][CH3:25])[CH2:6]1)=[N+:2]=[N-:3]. The yield is 0.730. (2) The catalyst is CS(C)=O. The reactants are [C:1]([O:5][C:6]([NH:8][CH:9]([C@H:21]([CH3:29])[CH2:22][CH2:23][CH2:24][CH:25]([CH3:28])[CH:26]=[CH2:27])[C:10]([N:12]1[CH2:16][C@H:15]([OH:17])[CH2:14][C@H:13]1[C:18]([OH:20])=[O:19])=[O:11])=[O:7])([CH3:4])([CH3:3])[CH3:2].Cl[C:31]1[C:40]2[C:35](=[CH:36][CH:37]=[CH:38][CH:39]=2)[C:34]([O:41][CH3:42])=[CH:33][N:32]=1.CC([O-])(C)C.[K+]. The product is [C:1]([O:5][C:6]([NH:8][C@@H:9]([C@H:21]([CH3:29])[CH2:22][CH2:23][CH2:24][CH:25]([CH3:28])[CH:26]=[CH2:27])[C:10]([N:12]1[CH2:16][C@H:15]([O:17][C:31]2[C:40]3[C:35](=[CH:36][CH:37]=[CH:38][CH:39]=3)[C:34]([O:41][CH3:42])=[CH:33][N:32]=2)[CH2:14][C@H:13]1[C:18]([OH:20])=[O:19])=[O:11])=[O:7])([CH3:4])([CH3:3])[CH3:2]. The yield is 0.400. (3) The reactants are [CH3:1][O:2][C:3]([C:5]1[S:6][CH:7]=[CH:8][C:9]=1[NH2:10])=[O:4].[CH2:11]1[O:21][C:14]2([CH2:19][CH2:18][C:17](=O)[CH2:16][CH2:15]2)[O:13][CH2:12]1.C([Sn](Cl)(Cl)CCCC)CCC.C1([SiH3])C=CC=CC=1. The catalyst is C1COCC1. The product is [CH3:1][O:2][C:3]([C:5]1[S:6][CH:7]=[CH:8][C:9]=1[NH:10][CH:17]1[CH2:18][CH2:19][C:14]2([O:21][CH2:11][CH2:12][O:13]2)[CH2:15][CH2:16]1)=[O:4]. The yield is 0.470. (4) The product is [OH:28][C@H:27]1[CH2:22][CH2:20][N:25]([CH2:24][C:30]2[NH:10][C:8](=[O:9])[C:7]3[O:6][C:5]4[CH:11]=[CH:12][CH:2]=[CH:3][C:4]=4[C:13]=3[N:14]=2)[CH2:26]1. No catalyst specified. The yield is 0.900. The reactants are Br[C:2]1[CH:12]=[CH:11][C:5]([O:6][CH2:7][C:8]([NH2:10])=[O:9])=[C:4]([C:13]#[N:14])[CH:3]=1.BrC1C=CC2[O:28][C:27]3[C:26](=O)[NH:25][C:24]([CH2:30]Cl)=N[C:22]=3[C:20]=2C=1.ClCC1NC(=O)C2OC3C=CC=CC=3C=2N=1.N1CCCCC1. (5) The reactants are [NH2:1][C:2]1[CH:11]=[CH:10][C:9]2[NH:8][C:7](=[O:12])[C:6]3[NH:13][CH:14]=[CH:15][C:5]=3[C:4]=2[CH:3]=1.Cl.[CH2:17]([C:19]([OH:21])=[O:20])[CH3:18].[CH3:22][O:23][C:24]1[CH:29]=[CH:28][C:27]([S:30](Cl)(=[O:32])=[O:31])=[CH:26][CH:25]=1. No catalyst specified. The product is [CH3:22][O:23][C:24]1[CH:25]=[CH:26][C:27]([S:30]([NH:1][C:2]2[CH:11]=[CH:10][C:9]3[NH:8][C:7](=[O:12])[C:6]4[NH:13][CH:14]=[CH:15][C:5]=4[C:4]=3[CH:3]=2)(=[O:32])=[O:31])=[CH:28][CH:29]=1.[CH2:17]([C:19]([O-:21])=[O:20])[CH3:18]. The yield is 0.530. (6) The reactants are Cl.[C:2]1([CH:8]([C:40]2[CH:45]=[CH:44][CH:43]=[CH:42][CH:41]=2)[CH2:9][N:10]([CH2:28][C:29]2[CH:34]=[CH:33][CH:32]=[C:31]([C:35]([F:38])([F:37])[F:36])[C:30]=2[Cl:39])[CH2:11][CH2:12][CH2:13][O:14][C:15]2[C:16](C)([CH3:26])C(C(C)C(O)=O)[CH:18]=[CH:19][CH:20]=2)[CH:7]=[CH:6][CH:5]=[CH:4][CH:3]=1.CC[N:48](CC)CC.[CH2:53](OC([Cl:60])=O)[CH:54]([CH3:56])[CH3:55].[N-]=[N+]=[N-].[Na+]. The catalyst is O. The product is [ClH:39].[ClH:60].[C:2]1([CH:8]([C:40]2[CH:41]=[CH:42][CH:43]=[CH:44][CH:45]=2)[CH2:9][N:10]([CH2:11][CH2:12][CH2:13][O:14][C:15]2[CH:20]=[CH:19][CH:18]=[C:26]([CH2:53][C:54]([CH3:56])([NH2:48])[CH3:55])[CH:16]=2)[CH2:28][C:29]2[CH:34]=[CH:33][CH:32]=[C:31]([C:35]([F:38])([F:36])[F:37])[C:30]=2[Cl:39])[CH:7]=[CH:6][CH:5]=[CH:4][CH:3]=1. The yield is 0.550. (7) The reactants are [C:1]([NH2:4])(=[O:3])[CH3:2].[C:5]([OH:9])(=[O:8])[CH:6]=[O:7]. The catalyst is CC(C)=O. The product is [C:1]([NH:4][CH:6]([OH:7])[C:5]([OH:9])=[O:8])(=[O:3])[CH3:2]. The yield is 1.00.